The task is: Predict the reaction yield, written as a fraction of the theoretical maximum amount of product (1.0 means a 100% yield; for example, 0.34 means a 34% yield).. This data is from Reaction yield outcomes from USPTO patents with 853,638 reactions. (1) The yield is 0.910. The product is [CH2:1]([O:3][C:4](=[O:20])[C:5]1[CH:17]=[C:16]([CH:18]=[O:19])[CH:15]=[C:7]([C:8]([N:10]([CH3:14])[CH2:11][CH2:12][CH3:13])=[O:9])[CH:6]=1)[CH3:2]. The reactants are [CH2:1]([O:3][C:4](=[O:20])[C:5]1[CH:17]=[C:16]([CH2:18][OH:19])[CH:15]=[C:7]([C:8]([N:10]([CH3:14])[CH2:11][CH2:12][CH3:13])=[O:9])[CH:6]=1)[CH3:2].CC(OI1(OC(C)=O)(OC(C)=O)OC(=O)C2C=CC=CC1=2)=O.C(OCC)C.C(=O)(O)[O-].[Na+]. The catalyst is ClCCl. (2) The reactants are Br.C[O:3][C:4]1[CH:5]=[C:6]2[C:11](=[CH:12][C:13]=1[O:14]C)[N:10]=[CH:9][NH:8][C:7]2=[O:16]. No catalyst specified. The product is [OH:3][C:4]1[CH:5]=[C:6]2[C:11](=[CH:12][C:13]=1[OH:14])[N:10]=[CH:9][NH:8][C:7]2=[O:16]. The yield is 0.986. (3) The reactants are [S:1]([N:11]1[C:15]2=[N:16][CH:17]=[C:18]([NH:20][C:21](=[O:27])[O:22][C:23]([CH3:26])([CH3:25])[CH3:24])[N:19]=[C:14]2[CH:13]=[CH:12]1)([C:4]1[CH:10]=[CH:9][C:7]([CH3:8])=[CH:6][CH:5]=1)(=[O:3])=[O:2].[H-].[Na+].Br[CH2:31][C:32]([CH:34]1[CH2:38][CH:37]([N:39]([CH2:47][C:48]2[CH:53]=[CH:52][CH:51]=[CH:50][CH:49]=2)[CH2:40][C:41]2[CH:46]=[CH:45][CH:44]=[CH:43][CH:42]=2)[CH2:36][CH:35]1[CH3:54])=[O:33]. The catalyst is CN(C=O)C. The product is [CH2:47]([N:39]([CH2:40][C:41]1[CH:42]=[CH:43][CH:44]=[CH:45][CH:46]=1)[CH:37]1[CH2:38][CH:34]([C:32](=[O:33])[CH2:31][N:20]([C:18]2[N:19]=[C:14]3[CH:13]=[CH:12][N:11]([S:1]([C:4]4[CH:5]=[CH:6][C:7]([CH3:8])=[CH:9][CH:10]=4)(=[O:3])=[O:2])[C:15]3=[N:16][CH:17]=2)[C:21](=[O:27])[O:22][C:23]([CH3:24])([CH3:26])[CH3:25])[CH:35]([CH3:54])[CH2:36]1)[C:48]1[CH:49]=[CH:50][CH:51]=[CH:52][CH:53]=1. The yield is 0.970. (4) The reactants are C[O:2][C:3](=[O:27])/[C:4](/[C:11]1[CH:16]=[CH:15][C:14]([N:17]2[C:21]([CH3:22])=[N:20][N:19]=[N:18]2)=[C:13]([S:23]([CH3:26])(=[O:25])=[O:24])[CH:12]=1)=[CH:5]/[CH:6]1[CH2:10][CH2:9][CH2:8][CH2:7]1.[OH-].[Na+]. The catalyst is C(O)C. The product is [CH:6]1(/[CH:5]=[C:4](\[C:11]2[CH:16]=[CH:15][C:14]([N:17]3[C:21]([CH3:22])=[N:20][N:19]=[N:18]3)=[C:13]([S:23]([CH3:26])(=[O:24])=[O:25])[CH:12]=2)/[C:3]([OH:27])=[O:2])[CH2:10][CH2:9][CH2:8][CH2:7]1. The yield is 1.00. (5) The reactants are [Si]([O:8][CH:9]([C:22]1[O:23][C:24]([C:27]2[CH:32]=[CH:31][CH:30]=[C:29]([O:33][CH3:34])[CH:28]=2)=[CH:25][N:26]=1)[CH2:10][CH2:11][CH2:12][CH2:13][CH2:14][CH2:15][C:16]1[CH:21]=[CH:20][CH:19]=[CH:18][CH:17]=1)(C(C)(C)C)(C)C.[Si](OC(C1OC([Sn](CCCC)(CCCC)CCCC)=CN=1)CCCCCCC1C=CC=CC=1)(C(C)(C)C)(C)C.IC1C=CC=C(OC)C=1. No catalyst specified. The product is [CH3:34][O:33][C:29]1[CH:28]=[C:27]([C:24]2[O:23][C:22]([C:9](=[O:8])[CH2:10][CH2:11][CH2:12][CH2:13][CH2:14][CH2:15][C:16]3[CH:21]=[CH:20][CH:19]=[CH:18][CH:17]=3)=[N:26][CH:25]=2)[CH:32]=[CH:31][CH:30]=1. The yield is 0.780. (6) The reactants are [H-].[Al+3].[Li+].[H-].[H-].[H-].[CH2:7]([NH:14][C:15](=O)[CH2:16][CH2:17][C:18]1[CH:23]=[CH:22][C:21]([OH:24])=[CH:20][CH:19]=1)[C:8]1[CH:13]=[CH:12][CH:11]=[CH:10][CH:9]=1.[H-].[Al+3].[Li+].[H-].[H-].[H-].O1CCCC1. The catalyst is O1CCCC1. The product is [CH2:7]([NH:14][CH2:15][CH2:16][CH2:17][C:18]1[CH:19]=[CH:20][C:21]([OH:24])=[CH:22][CH:23]=1)[C:8]1[CH:9]=[CH:10][CH:11]=[CH:12][CH:13]=1. The yield is 0.980. (7) The catalyst is CN(C=O)C.C(OCC)(=O)C.O. The yield is 0.195. The product is [O:50]=[C:49]([N:51]1[CH2:52][CH2:53][N:54]([C:57](=[O:68])[C:58]2[CH:63]=[CH:62][CH:61]=[CH:60][C:59]=2[C:64]([F:67])([F:66])[F:65])[CH2:55][CH2:56]1)[CH2:48][NH:47][C:20](=[O:22])[C:19]1[CH:18]=[CH:17][C:16]([C:11]2[CH:12]=[CH:13][CH:14]=[CH:15][N:10]=2)=[CH:24][CH:23]=1. The reactants are CCN(C(C)C)C(C)C.[N:10]1[CH:15]=[CH:14][CH:13]=[CH:12][C:11]=1[C:16]1[CH:24]=[CH:23][C:19]([C:20]([OH:22])=O)=[CH:18][CH:17]=1.C1C=CC2N(O)N=NC=2C=1.CCN=C=NCCCN(C)C.Cl.[NH2:47][CH2:48][C:49]([N:51]1[CH2:56][CH2:55][N:54]([C:57](=[O:68])[C:58]2[CH:63]=[CH:62][CH:61]=[CH:60][C:59]=2[C:64]([F:67])([F:66])[F:65])[CH2:53][CH2:52]1)=[O:50].